This data is from NCI-60 drug combinations with 297,098 pairs across 59 cell lines. The task is: Regression. Given two drug SMILES strings and cell line genomic features, predict the synergy score measuring deviation from expected non-interaction effect. (1) Cell line: UACC62. Drug 2: C1=CC(=C2C(=C1NCCNCCO)C(=O)C3=C(C=CC(=C3C2=O)O)O)NCCNCCO. Synergy scores: CSS=60.8, Synergy_ZIP=9.80, Synergy_Bliss=8.47, Synergy_Loewe=10.7, Synergy_HSA=13.1. Drug 1: COC1=C(C=C2C(=C1)N=CN=C2NC3=CC(=C(C=C3)F)Cl)OCCCN4CCOCC4. (2) Drug 1: C1=NC2=C(N=C(N=C2N1C3C(C(C(O3)CO)O)F)Cl)N. Drug 2: CC1CCCC2(C(O2)CC(NC(=O)CC(C(C(=O)C(C1O)C)(C)C)O)C(=CC3=CSC(=N3)C)C)C. Cell line: LOX IMVI. Synergy scores: CSS=43.7, Synergy_ZIP=9.26, Synergy_Bliss=5.21, Synergy_Loewe=-16.3, Synergy_HSA=-1.88. (3) Cell line: UACC62. Drug 1: CC12CCC(CC1=CCC3C2CCC4(C3CC=C4C5=CN=CC=C5)C)O. Drug 2: CN(CCCl)CCCl.Cl. Synergy scores: CSS=7.68, Synergy_ZIP=-1.55, Synergy_Bliss=-0.271, Synergy_Loewe=-2.64, Synergy_HSA=-1.91. (4) Drug 1: C1=CC(=CC=C1C#N)C(C2=CC=C(C=C2)C#N)N3C=NC=N3. Drug 2: CC1CCC2CC(C(=CC=CC=CC(CC(C(=O)C(C(C(=CC(C(=O)CC(OC(=O)C3CCCCN3C(=O)C(=O)C1(O2)O)C(C)CC4CCC(C(C4)OC)O)C)C)O)OC)C)C)C)OC. Cell line: HCT-15. Synergy scores: CSS=4.37, Synergy_ZIP=-4.05, Synergy_Bliss=-0.719, Synergy_Loewe=-12.0, Synergy_HSA=-2.96.